From a dataset of NCI-60 drug combinations with 297,098 pairs across 59 cell lines. Regression. Given two drug SMILES strings and cell line genomic features, predict the synergy score measuring deviation from expected non-interaction effect. (1) Drug 1: C1=CC(=CC=C1C#N)C(C2=CC=C(C=C2)C#N)N3C=NC=N3. Drug 2: CCCCCOC(=O)NC1=NC(=O)N(C=C1F)C2C(C(C(O2)C)O)O. Cell line: HOP-92. Synergy scores: CSS=-1.29, Synergy_ZIP=-1.44, Synergy_Bliss=-5.15, Synergy_Loewe=-1.73, Synergy_HSA=-4.08. (2) Drug 1: CC1C(C(CC(O1)OC2CC(OC(C2O)C)OC3=CC4=CC5=C(C(=O)C(C(C5)C(C(=O)C(C(C)O)O)OC)OC6CC(C(C(O6)C)O)OC7CC(C(C(O7)C)O)OC8CC(C(C(O8)C)O)(C)O)C(=C4C(=C3C)O)O)O)O. Drug 2: C1CN(CCN1C(=O)CCBr)C(=O)CCBr. Cell line: NCI/ADR-RES. Synergy scores: CSS=15.7, Synergy_ZIP=-8.54, Synergy_Bliss=-2.73, Synergy_Loewe=-6.33, Synergy_HSA=-1.45. (3) Drug 1: CC(CN1CC(=O)NC(=O)C1)N2CC(=O)NC(=O)C2. Drug 2: C1CCC(C(C1)N)N.C(=O)(C(=O)[O-])[O-].[Pt+4]. Cell line: NCIH23. Synergy scores: CSS=21.7, Synergy_ZIP=-4.85, Synergy_Bliss=6.13, Synergy_Loewe=-6.77, Synergy_HSA=9.41. (4) Drug 1: C1=CC(=C2C(=C1NCCNCCO)C(=O)C3=C(C=CC(=C3C2=O)O)O)NCCNCCO. Drug 2: CC1=C(C(CCC1)(C)C)C=CC(=CC=CC(=CC(=O)O)C)C. Cell line: A498. Synergy scores: CSS=29.0, Synergy_ZIP=-1.50, Synergy_Bliss=-2.01, Synergy_Loewe=-19.1, Synergy_HSA=0.544.